Dataset: Experimentally validated miRNA-target interactions with 360,000+ pairs, plus equal number of negative samples. Task: Binary Classification. Given a miRNA mature sequence and a target amino acid sequence, predict their likelihood of interaction. (1) The miRNA is ssc-miR-187 with sequence UCGUGUCUUGUGUUGCAGCCGG. The protein sequence of the target gene is MALKDYAIEKEKVKKFLQEFYYENELGKKQFKYGTQLVHLAHREQVALYVDLDDIAEDDPELVDSICENAKRYSRLFGDVVQELLPEYKEKEVVNKDVLDVYIEHRLMMEQRSRDPGAVRNPQNQYPSELMRRFELYFRGPSSSKPRVIREVRADSVGKLLTVRGIVTRVSEVKPRMVVATYTCDQCGAETYQPIQSPTFMPLIMCPSQECQTNRSGGRLYLQTRGSKFVKFQEMKIQEHSDQVPVGNIPRSITVVLEGENTRIAQPGDHVSVTGIFLPVLRTGFQQMAQGLLSETYLEA.... Result: 0 (no interaction). (2) The miRNA is mmu-miR-18a-5p with sequence UAAGGUGCAUCUAGUGCAGAUAG. The protein sequence of the target gene is MRKRKISVCQQTWALLCKNFLKKWRMKRESLMEWLNSLLLLLCLYIYPHSHQVNDFSSLLTMDLGRVDTFNESRFSVVYTPVTNTTQQIMNKVASTPFLAGKEVLGLPDEESIKEFTANYPEEIVRVTFTNTYSYHLKFLLGHGMPAKKEHKDHTAHCYETNEDVYCEVSVFWKEGFVALQAAINAAIIEITTNHSVMEELMSVTGKNMKMHSFIGQSGVITDLYLFSCIISFSSFIYYASVNVTRERKRMKALMTMMGLRDSAFWLSWGLLYAGFIFIMALFLALVIRSTQFIILSGFM.... Result: 0 (no interaction). (3) The miRNA is hsa-miR-4755-3p with sequence AGCCAGGCUCUGAAGGGAAAGU. The protein sequence of the target gene is MATSGANGPGSATASASNPRKFSEKIALQKQRQAEETAAFEEVMMDIGSTRLQAQKLRLAYTRSSHYGGSLPNVNQIGSGLAEFQSPLHSPLDSSRSTRHHGLVERVQRDPRRMVSPLRRYTRHIDSSPYSPAYLSPPPESSWRRTMAWGNFPAEKGQLFRLPSALNRTSSDSALHTSVMNPSPQDTYPGPTPPSILPSRRGGILDGEMDPKVPAIEENLLDDKHLLKPWDAKKLSSSSSRPRSCEVPGINIFPSPDQPANVPVLPPAMNTGGSLPDLTNLHFPPPLPTPLDPEETAYPS.... Result: 1 (interaction). (4) The miRNA is mmu-miR-467f with sequence AUAUACACACACACACCUACA. The protein sequence of the target gene is MCSRGDANTADAAAARRVTGLRYNMRLLIALALPCLFSLAEANSKAITTSLTTKWFSAPLLLEASEFLAEDSQEKFWSFVEATQNIGSSDHHDTDHSYYDAVLEAAFRFLSPLQQNLLKFCLSLRSYSASIQAFQQIAVDEPPPEGCKSFLSVHGKQTCDLDTLESLLLTAADRPKPLLFKGDHRYPSSNPESPVVILYSEIGHEEFSNIHHQLISKSNEGKINYVFRHYISNPSKEPVYLSGYGVELAIKSTEYKAKDDTQVKGTEVNATVIGESDPIDEVQGFLFGKLRELYPALEGQ.... Result: 1 (interaction).